From a dataset of Catalyst prediction with 721,799 reactions and 888 catalyst types from USPTO. Predict which catalyst facilitates the given reaction. Reactant: [F:1][C:2]1[CH:9]=[C:8]([Br:10])[CH:7]=[C:6]([F:11])[C:3]=1[CH2:4][OH:5].C(N(CC)CC)C.[CH3:19][S:20](Cl)(=[O:22])=[O:21]. Product: [CH3:19][S:20]([O:5][CH2:4][C:3]1[C:2]([F:1])=[CH:9][C:8]([Br:10])=[CH:7][C:6]=1[F:11])(=[O:22])=[O:21]. The catalyst class is: 1.